From a dataset of Catalyst prediction with 721,799 reactions and 888 catalyst types from USPTO. Predict which catalyst facilitates the given reaction. (1) Reactant: NC[C:3]1[N:4]=[C:5]([C:13]2[CH:18]=[CH:17][C:16]([F:19])=[CH:15][CH:14]=2)[O:6][C:7]=1[C:8]1[CH:12]=[CH:11][S:10][CH:9]=1.[CH3:20][S:21](Cl)(=[O:23])=[O:22].C([N:27](CC)CC)C.[Cl-].[NH4+]. Product: [F:19][C:16]1[CH:17]=[CH:18][C:13]([C:5]2[O:6][C:7]([C:8]3[CH:12]=[CH:11][S:10][CH:9]=3)=[C:3]([NH:27][S:21]([CH3:20])(=[O:23])=[O:22])[N:4]=2)=[CH:14][CH:15]=1. The catalyst class is: 4. (2) Reactant: CN(C(ON1N=NC2C=CC=NC1=2)=[N+](C)C)C.F[P-](F)(F)(F)(F)F.[NH2:25][CH2:26][C:27]1[C:28]([F:44])=[C:29]([O:34][C:35]2[CH:36]=[C:37]([CH:40]=[C:41]([Cl:43])[CH:42]=2)[C:38]#[N:39])[C:30]([Cl:33])=[CH:31][CH:32]=1.[CH3:45][C:46]1[N:47]=[C:48]([CH:62]([CH3:64])[CH3:63])[N:49](COCC[Si](C)(C)C)[C:50]=1[C:51](O)=[O:52].C(N(C(C)C)CC)(C)C. Product: [Cl:33][C:30]1[CH:31]=[CH:32][C:27]([CH2:26][NH:25][C:51]([C:50]2[NH:49][C:48]([CH:62]([CH3:63])[CH3:64])=[N:47][C:46]=2[CH3:45])=[O:52])=[C:28]([F:44])[C:29]=1[O:34][C:35]1[CH:36]=[C:37]([C:38]#[N:39])[CH:40]=[C:41]([Cl:43])[CH:42]=1. The catalyst class is: 3. (3) Reactant: [CH2:1]([C:9]1[CH:10]=[C:11]2[C:16](=[CH:17][CH:18]=1)[CH2:15][CH:14]([C:19]1([CH2:25][O:26][P:27](=[O:30])([OH:29])[OH:28])[CH2:23][O:22]C(=O)[NH:20]1)[CH2:13][CH2:12]2)[CH2:2][CH2:3][CH2:4][CH2:5][CH2:6][CH2:7][CH3:8].[OH-].[Li+].Cl. Product: [NH2:20][C:19]([CH:14]1[CH2:13][CH2:12][C:11]2[C:16](=[CH:17][CH:18]=[C:9]([CH2:1][CH2:2][CH2:3][CH2:4][CH2:5][CH2:6][CH2:7][CH3:8])[CH:10]=2)[CH2:15]1)([CH2:23][OH:22])[CH2:25][O:26][P:27](=[O:28])([OH:29])[OH:30]. The catalyst class is: 8. (4) Reactant: C([O-])(=O)C.[Na+].[SH:6][C:7]1[N:12]=[C:11]([OH:13])[CH:10]=[C:9]([OH:14])[N:8]=1.Br[CH2:16][C:17]1[CH:22]=[CH:21][C:20]([F:23])=[CH:19][CH:18]=1. Product: [F:23][C:20]1[CH:21]=[CH:22][C:17]([CH2:16][S:6][C:7]2[N:12]=[C:11]([OH:13])[CH:10]=[C:9]([OH:14])[N:8]=2)=[CH:18][CH:19]=1. The catalyst class is: 192. (5) Reactant: C(OC(=O)[NH:7][C:8]1[CH:13]=[C:12]([N:14]([CH:16]2[CH2:18][CH2:17]2)[CH3:15])[C:11]([C:19]([F:22])([F:21])[F:20])=[CH:10][C:9]=1[NH:23][C:24](=[O:40])[CH2:25][C:26](=O)[C:27]1[CH:32]=[CH:31][CH:30]=[C:29]([C:33]2[CH:34]=[N:35][CH:36]=[CH:37][CH:38]=2)[CH:28]=1)(C)(C)C.C(O)(C(F)(F)F)=O. Product: [CH:16]1([N:14]([CH3:15])[C:12]2[C:11]([C:19]([F:20])([F:21])[F:22])=[CH:10][C:9]3[NH:23][C:24](=[O:40])[CH2:25][C:26]([C:27]4[CH:32]=[CH:31][CH:30]=[C:29]([C:33]5[CH:34]=[N:35][CH:36]=[CH:37][CH:38]=5)[CH:28]=4)=[N:7][C:8]=3[CH:13]=2)[CH2:18][CH2:17]1. The catalyst class is: 2. (6) Reactant: [S:1]1[C:5]2[CH:6]=[CH:7][CH:8]=[CH:9][C:4]=2[N:3]=[C:2]1[N:10]1[C:14](=[O:15])[CH:13]=[C:12]([CH3:16])[NH:11]1.CO[CH:19](OC)[N:20]([CH3:22])[CH3:21]. Product: [S:1]1[C:5]2[CH:6]=[CH:7][CH:8]=[CH:9][C:4]=2[N:3]=[C:2]1[N:10]1[C:14](=[O:15])[C:13](=[CH:19][N:20]([CH3:22])[CH3:21])[C:12]([CH3:16])=[N:11]1. The catalyst class is: 11. (7) The catalyst class is: 2. Reactant: [NH2:1][CH:2]1[CH2:7][CH2:6][N:5]([C:8]([O:10][C:11]([CH3:14])([CH3:13])[CH3:12])=[O:9])[CH2:4][CH2:3]1.[CH3:15][S:16](Cl)(=[O:18])=[O:17].C(N(CC)CC)C. Product: [CH3:15][S:16]([NH:1][CH:2]1[CH2:3][CH2:4][N:5]([C:8]([O:10][C:11]([CH3:14])([CH3:13])[CH3:12])=[O:9])[CH2:6][CH2:7]1)(=[O:18])=[O:17].